From a dataset of Full USPTO retrosynthesis dataset with 1.9M reactions from patents (1976-2016). Predict the reactants needed to synthesize the given product. Given the product [CH2:39]([S:41]([N:29]1[CH2:30][CH2:31][CH:26]([N:24]2[CH:25]=[C:21]([C:7]3[C:6]4[C:10](=[CH:11][C:3]([F:2])=[CH:4][CH:5]=4)[N:9]([S:12]([C:15]4[CH:16]=[CH:17][CH:18]=[CH:19][CH:20]=4)(=[O:13])=[O:14])[CH:8]=3)[CH:22]=[N:23]2)[CH2:27][CH2:28]1)(=[O:43])=[O:42])[CH3:40], predict the reactants needed to synthesize it. The reactants are: Cl.[F:2][C:3]1[CH:11]=[C:10]2[C:6]([C:7]([C:21]3[CH:22]=[N:23][N:24]([CH:26]4[CH2:31][CH2:30][NH:29][CH2:28][CH2:27]4)[CH:25]=3)=[CH:8][N:9]2[S:12]([C:15]2[CH:20]=[CH:19][CH:18]=[CH:17][CH:16]=2)(=[O:14])=[O:13])=[CH:5][CH:4]=1.CCN(CC)CC.[CH2:39]([S:41](Cl)(=[O:43])=[O:42])[CH3:40].